Dataset: Full USPTO retrosynthesis dataset with 1.9M reactions from patents (1976-2016). Task: Predict the reactants needed to synthesize the given product. Given the product [ClH:46].[CH3:1][C:2]1[C:6]([C:7]2[C:15]3[C:10](=[N:11][CH:12]=[C:13]([C:16]4[CH:17]=[CH:18][C:19]([N:22]5[CH2:27][CH2:26][NH:25][CH2:24][CH2:23]5)=[CH:20][CH:21]=4)[CH:14]=3)[NH:9][CH:8]=2)=[C:5]([CH3:35])[N:4]([CH2:36][C:37]2[CH:42]=[CH:41][CH:40]=[C:39]([CH3:43])[CH:38]=2)[N:3]=1, predict the reactants needed to synthesize it. The reactants are: [CH3:1][C:2]1[C:6]([C:7]2[C:15]3[C:10](=[N:11][CH:12]=[C:13]([C:16]4[CH:21]=[CH:20][C:19]([N:22]5[CH2:27][CH2:26][N:25](C(OC(C)(C)C)=O)[CH2:24][CH2:23]5)=[CH:18][CH:17]=4)[CH:14]=3)[NH:9][CH:8]=2)=[C:5]([CH3:35])[N:4]([CH2:36][C:37]2[CH:42]=[CH:41][CH:40]=[C:39]([CH3:43])[CH:38]=2)[N:3]=1.CO.[ClH:46].O1CCOCC1.